Dataset: Peptide-MHC class I binding affinity with 185,985 pairs from IEDB/IMGT. Task: Regression. Given a peptide amino acid sequence and an MHC pseudo amino acid sequence, predict their binding affinity value. This is MHC class I binding data. (1) The binding affinity (normalized) is 0.384. The peptide sequence is KSFEIDKGIY. The MHC is HLA-A01:01 with pseudo-sequence HLA-A01:01. (2) The peptide sequence is RYGWGGGEM. The MHC is H-2-Kd with pseudo-sequence H-2-Kd. The binding affinity (normalized) is 0.523. (3) The peptide sequence is NSLILLECFVR. The MHC is H-2-Db with pseudo-sequence H-2-Db. The binding affinity (normalized) is 0. (4) The peptide sequence is AEEREKLAY. The MHC is Mamu-A11 with pseudo-sequence Mamu-A11. The binding affinity (normalized) is 0.160. (5) The peptide sequence is PLKVKDIPF. The MHC is HLA-A11:01 with pseudo-sequence HLA-A11:01. The binding affinity (normalized) is 0.0847. (6) The peptide sequence is REPETTVVL. The MHC is HLA-B18:01 with pseudo-sequence HLA-B18:01. The binding affinity (normalized) is 0.171.